From a dataset of Catalyst prediction with 721,799 reactions and 888 catalyst types from USPTO. Predict which catalyst facilitates the given reaction. Reactant: C([O:5][C:6](=O)[NH:7][CH2:8][C:9]1[CH:14]=[CH:13][CH:12]=[CH:11][C:10]=1[CH2:15][NH2:16])(C)(C)C.[CH2:18](N(CC)CC)C.CC(OC(C)=O)=O.Cl.O1CCOCC1. Product: [NH2:16][CH2:15][C:10]1[CH:11]=[CH:12][CH:13]=[CH:14][C:9]=1[CH2:8][NH:7][C:6](=[O:5])[CH3:18]. The catalyst class is: 2.